From a dataset of Experimentally validated miRNA-target interactions with 360,000+ pairs, plus equal number of negative samples. Binary Classification. Given a miRNA mature sequence and a target amino acid sequence, predict their likelihood of interaction. (1) The miRNA is hsa-miR-4633-5p with sequence AUAUGCCUGGCUAGCUCCUC. The protein sequence of the target gene is MSGEENPASKPTPVQDVQGDGRWMSLHHRFVADSKDKEPEVVFIGDSLVQLMHQCEIWRELFSPLHALNFGIGGDGTQHVLWRLENGELEHIRPKIVVVWVGTNNHGHTAEQVTGGIKAIVQLVNERQPQARVVVLGLLPRGQHPNPLREKNRQVNELVRAALAGHPRAHFLDADPGFVHSDGTISHHDMYDYLHLSRLGYTPVCRALHSLLLRLLAQDQGQGAPLLEPAP. Result: 0 (no interaction). (2) The miRNA is hsa-miR-4495 with sequence AAUGUAAACAGGCUUUUUGCU. The protein sequence of the target gene is MEAVAAAEVTERKPDNDGVEPRVVHWGELSQTPIPSGPQEKETAERTPDIPNSGSSQAESPAVSAMLHAIAASHLPVCSQQQGEPDLTEPEKVAILGQLYHKKPLVFLERFRTGLREEHLACFGHLRGDHRADFYCAEVARQGTARPRTLRTRLRNRRYAALRELIQGGEYFSDEQMRFRAPLLYEQYIGQYLTQEELNARTAAPQAPRSGSPGTPAYPLSDLLFQSYQERELQQKLLQQQEEEEACFEEEEDSDEEDQRSDKDSEAWVPDSEERLILREEFTSRMHQRFLDGKDGGFDY.... Result: 0 (no interaction). (3) The miRNA is mmu-miR-297a-5p with sequence AUGUAUGUGUGCAUGUGCAUGU. The protein sequence of the target gene is MKAGCSIVEKPEGGGGYQFPDWAYKAESSPGSRQIQLWHFILELLQKEEFRHVIAWQQGEYGEFVIKDPDEVARLWGRRKCKPQMNYDKLSRALRYYYNKRILHKTKGKRFTYKFNFNKLVMPNYPFINIRSSGVVPQSAPPVPTASSRFHFPPLDSHSPTGDVQPGRFSASSLSASGPESGVTTDRKVEPSDLEDGSASDWHRGMDFMPSRNALGGGAVGHQKRKPDILLPLFTRPAMYPDPHSPFAISPVPGRGGVLNVPISPALSLTPTMFSYSPSPGLSPFTSSSCFSFNPEEMKH.... Result: 1 (interaction). (4) The miRNA is mmu-miR-26a-5p with sequence UUCAAGUAAUCCAGGAUAGGCU. The protein sequence of the target gene is MAVAAMAERGRLSHAAPAPSTEGLPRAFLQSLRTLFDILDDRQRGYVHLREIESRWQGADARELPCGVLEGLRQVAPANGYLTFERFVAGLRTSLLKADGGQRDQARVAARPGDQSSLQQRLMFAPADEPRTVLERKPLPLSACPASGGPSGTSRNPELLCVPVEAASCPTETERPLSKALEQIPSADLGAAACKTLGKGTGEARQAPRARGERRRHTITNGVDCSLLKQMKELDQEQEVLLQGLEMMARGRDWYQQQLQRVQERQRRLSQSRAAADFGAEGSPRPLGRLLPKVQEVARC.... Result: 1 (interaction). (5) The miRNA is hsa-miR-3149 with sequence UUUGUAUGGAUAUGUGUGUGUAU. The protein sequence of the target gene is MKPDAAREPEPLSPGRGAEAEGRWRERGEADTERQRTRERQEATLAGLAELGYLRQRQELLVRGALRCSGTVGTVAPRSGELRGDAAQRSRLEEKFLEENILLLRRQLNCLRRRDAGLLNQLQELDKQISDLRLDVEKTSEEHLETDSRPSSGFYELSDGASGSLSNSSNSVFSECLSSCHSSTCFCSPLEAALTISDGCPKSADVNPKYQCDLVSKNGNDVYRYPSPLHAVAVQSPMFLLCLTGNTLREEEGLGSHASDICIGSELNATKTDNSLPSPSSLWSASHPASSKKMDGYILS.... Result: 0 (no interaction). (6) The miRNA is hsa-miR-431-3p with sequence CAGGUCGUCUUGCAGGGCUUCU. The protein sequence of the target gene is MNVTKDENPRSRSQDLHLFHAWMMLIMTVLFLPVTETSKQNIPRLKLTYKDLLLSNTCIPFLGSSEGLDFQTLLLDEERGILLLGAKDHVFLLSLVDLNKNFKKIYWPAAKERVELCKLAGKDANAECANFIRVLQPYNKTHVYVCGTGAFHPLCGYIDLGANKEELIFKLDTHNLESGRLKCPFDPQQPFASVMTDEHLYSGTASDFLGKDTAFTRSLGLMQDHHSIRTDISEHHWLNGAKFIGTFPIPDTYNPDDDKIYFFFRESSQEGSTSDRSILSRVGRVCKNDVGGQRSLINKW.... Result: 0 (no interaction).